Predict the product of the given reaction. From a dataset of Forward reaction prediction with 1.9M reactions from USPTO patents (1976-2016). (1) Given the reactants [Cl:1][C:2]1[CH:3]=[C:4]([CH2:18][OH:19])[CH:5]=[N:6][C:7]=1[NH:8][CH2:9][CH2:10][O:11][C:12]1[CH:17]=[CH:16][CH:15]=[CH:14][CH:13]=1, predict the reaction product. The product is: [Cl:1][C:2]1[C:7]([NH:8][CH2:9][CH2:10][O:11][C:12]2[CH:17]=[CH:16][CH:15]=[CH:14][CH:13]=2)=[N:6][CH:5]=[C:4]([CH:3]=1)[CH:18]=[O:19]. (2) Given the reactants [Br:1][C:2]1[C:3]([OH:20])=[C:4]([C:14](=[O:19])[CH2:15][CH:16]([CH3:18])[CH3:17])[CH:5]=[CH:6][C:7]=1[O:8][CH2:9][CH2:10][CH2:11][CH2:12]Br.[N:21]1[C:30]2[CH2:29][CH2:28][CH2:27][CH2:26][C:25]=2[CH:24]=[C:23]([OH:31])[CH:22]=1, predict the reaction product. The product is: [Br:1][C:2]1[C:3]([OH:20])=[C:4]([C:14](=[O:19])[CH2:15][CH:16]([CH3:18])[CH3:17])[CH:5]=[CH:6][C:7]=1[O:8][CH2:9][CH2:10][CH2:11][CH2:12][O:31][C:23]1[CH:22]=[N:21][C:30]2[CH2:29][CH2:28][CH2:27][CH2:26][C:25]=2[CH:24]=1. (3) Given the reactants [CH2:1]1[C@H:5]2[CH2:6][CH2:7][CH2:8][C@H:4]2[CH2:3][N:2]1[CH2:9][CH2:10][CH2:11][O:12][C:13]1[CH:21]=[CH:20][C:16]([C:17]([NH2:19])=[O:18])=[CH:15][CH:14]=1.[ClH:22], predict the reaction product. The product is: [ClH:22].[CH2:1]1[C@H:5]2[CH2:6][CH2:7][CH2:8][C@H:4]2[CH2:3][N:2]1[CH2:9][CH2:10][CH2:11][O:12][C:13]1[CH:14]=[CH:15][C:16]([C:17]([NH2:19])=[O:18])=[CH:20][CH:21]=1. (4) Given the reactants [NH2:1][C@H:2]1[CH2:7][CH2:6][N:5]([C:8]2[CH:9]=[C:10]([CH:15]=[C:16]([O:18][CH3:19])[CH:17]=2)[C:11]([O:13][CH3:14])=[O:12])[CH2:4][C@H:3]1[O:20][CH3:21].[Cl:22][C:23]1[N:24]=[C:25]([C:30](O)=[O:31])[NH:26][C:27]=1[CH2:28][CH3:29].CCN=C=NCCCN(C)C.Cl.C1C=CC2N(O)N=NC=2C=1, predict the reaction product. The product is: [Cl:22][C:23]1[N:24]=[C:25]([C:30]([NH:1][C@H:2]2[CH2:7][CH2:6][N:5]([C:8]3[CH:9]=[C:10]([CH:15]=[C:16]([O:18][CH3:19])[CH:17]=3)[C:11]([O:13][CH3:14])=[O:12])[CH2:4][C@H:3]2[O:20][CH3:21])=[O:31])[NH:26][C:27]=1[CH2:28][CH3:29]. (5) Given the reactants CS(O[CH2:6][C:7]12[CH2:13][C:10]([O:14][CH2:15][C:16]3[CH:21]=[CH:20][CH:19]=[C:18]([O:22][C:23]4[CH:28]=[CH:27][CH:26]=[CH:25][CH:24]=4)[CH:17]=3)([CH2:11][CH2:12]1)[CH2:9][CH2:8]2)(=O)=O.[C-:29]#[N:30].[Na+].CCOC(C)=O.CCCCCC, predict the reaction product. The product is: [O:22]([C:18]1[CH:17]=[C:16]([CH:21]=[CH:20][CH:19]=1)[CH2:15][O:14][C:10]12[CH2:13][C:7]([CH2:6][C:29]#[N:30])([CH2:12][CH2:11]1)[CH2:8][CH2:9]2)[C:23]1[CH:24]=[CH:25][CH:26]=[CH:27][CH:28]=1. (6) The product is: [I:21][C:2]1[C:3]2[CH:10]=[CH:9][N:8]([S:11]([C:14]3[CH:19]=[CH:18][C:17]([CH3:20])=[CH:16][CH:15]=3)(=[O:13])=[O:12])[C:4]=2[N:5]=[CH:6][N:7]=1. Given the reactants Cl[C:2]1[C:3]2[CH:10]=[CH:9][N:8]([S:11]([C:14]3[CH:19]=[CH:18][C:17]([CH3:20])=[CH:16][CH:15]=3)(=[O:13])=[O:12])[C:4]=2[N:5]=[CH:6][N:7]=1.[IH:21], predict the reaction product. (7) Given the reactants [Cl:1][C:2]1[CH:3]=[CH:4][C:5]2[N:9]=[C:8]([CH:10]([NH:19][C:20](=[O:35])[C:21]3[CH:26]=[CH:25][C:24]([C:27]([N:29]4[CH2:33][CH2:32][CH2:31][CH2:30]4)=[O:28])=[C:23]([CH3:34])[CH:22]=3)[CH2:11][C:12]3[CH:17]=[CH:16][C:15]([OH:18])=[CH:14][CH:13]=3)[NH:7][C:6]=2[CH:36]=1.Br[CH2:38][C:39]([O:41][CH3:42])=[O:40].[C:43](=O)([O-])[O-:44].[K+].[K+].ClCl.ClCCl.[CH2:54]([OH:56])[CH3:55], predict the reaction product. The product is: [Cl:1][C:2]1[CH:3]=[CH:4][C:5]2[N:9]=[C:8]([CH:10]([NH:19][C:20](=[O:35])[C:21]3[CH:26]=[CH:25][C:24]([C:27]([N:29]4[CH2:33][CH2:32][CH2:31][CH2:30]4)=[O:28])=[C:23]([CH3:34])[CH:22]=3)[CH2:11][C:12]3[CH:13]=[CH:14][C:15]([O:18][CH2:38][C:39]([O:41][CH3:42])=[O:40])=[CH:16][CH:17]=3)[N:7]([CH2:55][C:54]([O:44][CH3:43])=[O:56])[C:6]=2[CH:36]=1. (8) Given the reactants [Cl:1][C:2]1[CH:3]=[CH:4][C:5]([NH:8][C:9](=[O:26])[C:10]2[CH:15]=[CH:14][CH:13]=[CH:12][C:11]=2[NH:16][C:17]([O:19][CH:20]2[CH2:25][CH2:24][NH:23][CH2:22][CH2:21]2)=[O:18])=[N:6][CH:7]=1.C([BH3-])#N.[Na+].Cl.[CH3:32][C:33]([CH3:35])=O, predict the reaction product. The product is: [ClH:1].[Cl:1][C:2]1[CH:3]=[CH:4][C:5]([NH:8][C:9](=[O:26])[C:10]2[CH:15]=[CH:14][CH:13]=[CH:12][C:11]=2[NH:16][C:17]([O:19][CH:20]2[CH2:21][CH2:22][N:23]([CH:33]([CH3:35])[CH3:32])[CH2:24][CH2:25]2)=[O:18])=[N:6][CH:7]=1.